This data is from Reaction yield outcomes from USPTO patents with 853,638 reactions. The task is: Predict the reaction yield, written as a fraction of the theoretical maximum amount of product (1.0 means a 100% yield; for example, 0.34 means a 34% yield). (1) The reactants are [H-].[Na+].[CH:3]1([S:6]([NH2:9])(=[O:8])=[O:7])[CH2:5][CH2:4]1.[F:10][C:11]1[C:20]2[NH:19][CH:18]([C:21]3[CH:26]=[CH:25][CH:24]=[C:23]([N:27]4[CH2:32][CH2:31][O:30][CH2:29][CH2:28]4)[CH:22]=3)[C:17]([CH3:34])([CH3:33])[CH2:16][C:15]=2[C:14]([C:35](O)=[O:36])=[CH:13][CH:12]=1.C(N1C=CN=C1)(N1C=CN=C1)=O. The yield is 0.400. The catalyst is CN(C)C=O. The product is [F:10][C:11]1[C:20]2[NH:19][CH:18]([C:21]3[CH:26]=[CH:25][CH:24]=[C:23]([N:27]4[CH2:28][CH2:29][O:30][CH2:31][CH2:32]4)[CH:22]=3)[C:17]([CH3:33])([CH3:34])[CH2:16][C:15]=2[C:14]([C:35]([NH:9][S:6]([CH:3]2[CH2:5][CH2:4]2)(=[O:8])=[O:7])=[O:36])=[CH:13][CH:12]=1. (2) The reactants are [H-].[H-].[H-].[H-].[Li+].[Al+3].[CH3:7][O:8][C:9]1[CH:10]=[C:11]([CH:16]=[C:17]([O:22][CH3:23])[C:18]=1[CH2:19][CH2:20][CH3:21])[C:12](OC)=[O:13]. The catalyst is CCOCC. The product is [CH3:23][O:22][C:17]1[CH:16]=[C:11]([CH:10]=[C:9]([O:8][CH3:7])[C:18]=1[CH2:19][CH2:20][CH3:21])[CH2:12][OH:13]. The yield is 0.880. (3) The reactants are [CH3:1][O:2][C:3]1[CH:4]=[C:5]2[C:10](=[CH:11][C:12]=1[O:13][CH3:14])[N:9]=[CH:8][CH:7]=[C:6]2[O:15][C:16]1[C:17]([OH:26])=[N:18][C:19]2[C:24]([CH:25]=1)=[CH:23][CH:22]=[CH:21][CH:20]=2.C(=O)([O-])[O-].[K+].[K+].[CH:33]1(Br)[CH2:37][CH2:36][CH2:35][CH2:34]1.O. The catalyst is CN(C)C=O. The product is [CH:33]1([O:26][C:17]2[C:16]([O:15][C:6]3[C:5]4[C:10](=[CH:11][C:12]([O:13][CH3:14])=[C:3]([O:2][CH3:1])[CH:4]=4)[N:9]=[CH:8][CH:7]=3)=[CH:25][C:24]3[C:19](=[CH:20][CH:21]=[CH:22][CH:23]=3)[N:18]=2)[CH2:37][CH2:36][CH2:35][CH2:34]1. The yield is 0.600. (4) The reactants are [C:1]([C:4]1[CH:12]=[CH:11][C:10]([C:13]([F:16])([F:15])[F:14])=[CH:9][C:5]=1[C:6]([OH:8])=[O:7])(=O)[CH3:2].[OH-].[K+].Br[CH:20](C(OCC)=O)[C:21]([O:23]CC)=[O:22]. The catalyst is CCO.Cl.C(O)(=O)C. The product is [CH3:2][C:1]1[C:4]2[C:5](=[CH:9][C:10]([C:13]([F:16])([F:15])[F:14])=[CH:11][CH:12]=2)[C:6](=[O:7])[O:8][C:20]=1[C:21]([OH:23])=[O:22]. The yield is 0.410. (5) The reactants are [F:1][C:2]([F:28])([F:27])[C:3]1[CH:4]=[C:5]([C:9]2[C:19]3[O:18][CH2:17][CH2:16][N:15](C(OC(C)(C)C)=O)[CH2:14][C:13]=3[CH:12]=[CH:11][CH:10]=2)[CH:6]=[CH:7][CH:8]=1.C(OCC)(=O)C.[ClH:35]. The catalyst is C(OCC)(=O)C. The product is [ClH:35].[F:28][C:2]([F:1])([F:27])[C:3]1[CH:4]=[C:5]([C:9]2[C:19]3[O:18][CH2:17][CH2:16][NH:15][CH2:14][C:13]=3[CH:12]=[CH:11][CH:10]=2)[CH:6]=[CH:7][CH:8]=1. The yield is 0.688.